From a dataset of Reaction yield outcomes from USPTO patents with 853,638 reactions. Predict the reaction yield, written as a fraction of the theoretical maximum amount of product (1.0 means a 100% yield; for example, 0.34 means a 34% yield). (1) The reactants are Br[CH2:2][C:3]1[CH:10]=[CH:9][CH:8]=[CH:7][C:4]=1[C:5]#[N:6].[N-:11]=[N+:12]=[N-:13].[Na+]. The catalyst is CC(C)=O. The product is [N:11]([CH2:2][C:3]1[CH:10]=[CH:9][CH:8]=[CH:7][C:4]=1[C:5]#[N:6])=[N+:12]=[N-:13]. The yield is 0.880. (2) The yield is 0.470. The catalyst is C1COCC1. The product is [Br:1][C:2]1[CH:3]=[C:4]([C@@:8]([NH:9][S:10]([C:12]([CH3:15])([CH3:14])[CH3:13])=[O:11])([C:16]2[CH:20]=[C:19]([CH:21]3[O:25][CH2:24][CH2:23][O:22]3)[S:18][CH:17]=2)[CH3:28])[CH:5]=[CH:6][CH:7]=1. The reactants are [Br:1][C:2]1[CH:3]=[C:4](/[C:8](/[C:16]2[CH:20]=[C:19]([CH:21]3[O:25][CH2:24][CH2:23][O:22]3)[S:18][CH:17]=2)=[N:9]\[S:10]([C:12]([CH3:15])([CH3:14])[CH3:13])=[O:11])[CH:5]=[CH:6][CH:7]=1.[Li]C.[CH3:28]COCC. (3) The reactants are [C:1]([C:3]1[S:4][C:5]2[C:11]([C:12]#[N:13])=[C:10](/[N:14]=[CH:15]/[N:16](C)C)[CH:9]=[CH:8][C:6]=2[N:7]=1)#[N:2].N[C:20]1[CH:25]=[CH:24][C:23]([C:26]([F:29])([F:28])[F:27])=[CH:22][CH:21]=1.[K+].[Br-]. The catalyst is C(Cl)Cl.CCOC(C)=O. The product is [F:27][C:26]([F:29])([F:28])[C:23]1[CH:24]=[CH:25][C:20]([NH:13][C:12]2[C:11]3[C:10](=[CH:9][CH:8]=[C:6]4[N:7]=[C:3]([C:1]#[N:2])[S:4][C:5]4=3)[N:14]=[CH:15][N:16]=2)=[CH:21][CH:22]=1. The yield is 0.610. (4) The reactants are [CH3:1][CH2:2][CH2:3]Br.[Br:5][C:6]1[CH:7]=[CH:8][C:9]([F:14])=[C:10]([CH:13]=1)[CH:11]=[O:12]. The catalyst is C(OCC)C.II. The product is [Br:5][C:6]1[CH:7]=[CH:8][C:9]([F:14])=[C:10]([CH:11]([OH:12])[CH2:1][CH2:2][CH3:3])[CH:13]=1. The yield is 0.926. (5) The yield is 0.610. The reactants are [Br:1][CH2:2][C:3]([C:5]1[CH:6]=[C:7]([CH:10]=[CH:11][CH:12]=1)[C:8]#[N:9])=[O:4].[C:13]1([C@@H:19]([NH:31][C:32]2[CH:37]=[CH:36][CH:35]=[CH:34][CH:33]=2)[C:20]([O:22][C@@H:23]2[CH:28]3[CH2:29][CH2:30][N:25]([CH2:26][CH2:27]3)[CH2:24]2)=[O:21])[CH:18]=[CH:17][CH:16]=[CH:15][CH:14]=1. The catalyst is CCOC(C)=O. The product is [Br-:1].[C:8]([C:7]1[CH:6]=[C:5]([C:3](=[O:4])[CH2:2][N+:25]23[CH2:26][CH2:27][CH:28]([CH2:29][CH2:30]2)[C@@H:23]([O:22][C:20](=[O:21])[C@@H:19]([C:13]2[CH:18]=[CH:17][CH:16]=[CH:15][CH:14]=2)[NH:31][C:32]2[CH:37]=[CH:36][CH:35]=[CH:34][CH:33]=2)[CH2:24]3)[CH:12]=[CH:11][CH:10]=1)#[N:9]. (6) The reactants are [CH2:1]([NH2:12])[C:2]1[CH:11]=[CH:10][C:7]([O:8][CH3:9])=[C:4]([O:5][CH3:6])[CH:3]=1.[CH2:13]1[CH2:20][O:19][S:16](=[O:18])(=[O:17])[CH2:15][CH2:14]1. The catalyst is O1CCOCC1. The product is [CH3:6][O:5][C:4]1[CH:3]=[C:2]([CH:11]=[CH:10][C:7]=1[O:8][CH3:9])[CH2:1][NH:12][CH:13]([CH3:20])[CH2:14][CH2:15][S:16]([OH:19])(=[O:18])=[O:17]. The yield is 0.180. (7) The reactants are Br[C:2]1[NH:3][CH:4]=[CH:5][N:6]=1.CC1(C)C(C)(C)OB([C:15]2[CH2:20][CH2:19][N:18]([C:21]([O:23][C:24]([CH3:27])([CH3:26])[CH3:25])=[O:22])[CH2:17][CH:16]=2)O1.C(=O)([O-])[O-].[Na+].[Na+].C(OCC)(=O)C. The catalyst is O1CCOCC1.O.C1C=CC(P(C2C=CC=CC=2)[C-]2C=CC=C2)=CC=1.C1C=CC(P(C2C=CC=CC=2)[C-]2C=CC=C2)=CC=1.Cl[Pd]Cl.[Fe+2].ClCCl. The product is [NH:6]1[CH:5]=[CH:4][N:3]=[C:2]1[C:15]1[CH2:20][CH2:19][N:18]([C:21]([O:23][C:24]([CH3:27])([CH3:26])[CH3:25])=[O:22])[CH2:17][CH:16]=1. The yield is 0.150. (8) The reactants are C(OC([N:8]1[CH2:13][CH2:12][N:11]([C:14]([CH:16]2[CH2:21][CH2:20][N:19]([C:22]3[CH:27]=[CH:26][C:25]([F:28])=[C:24]([C:29]4[NH:33][C:32]5[CH:34]=[CH:35][C:36]([CH3:38])=[CH:37][C:31]=5[N:30]=4)[CH:23]=3)[CH2:18][CH2:17]2)=[O:15])[CH2:10][CH2:9]1)=O)(C)(C)C. The catalyst is Cl.CCOCC. The product is [F:28][C:25]1[CH:26]=[CH:27][C:22]([N:19]2[CH2:18][CH2:17][CH:16]([C:14]([N:11]3[CH2:10][CH2:9][NH:8][CH2:13][CH2:12]3)=[O:15])[CH2:21][CH2:20]2)=[CH:23][C:24]=1[C:29]1[NH:33][C:32]2[CH:34]=[CH:35][C:36]([CH3:38])=[CH:37][C:31]=2[N:30]=1. The yield is 1.00. (9) The reactants are [NH2:1][CH2:2][C:3]1[N:7]2[C:8]([N:12]3[CH2:17][CH2:16][N:15]([CH3:18])[CH2:14][CH2:13]3)=[CH:9][CH:10]=[CH:11][C:6]2=[N:5][C:4]=1[CH2:19][N:20]([CH3:31])[C@@H:21]1[C:30]2[N:29]=[CH:28][CH:27]=[CH:26][C:25]=2[CH2:24][CH2:23][CH2:22]1.C(N(CC)C(C)C)(C)C.Cl[C:42]([O:44][CH3:45])=[O:43].[OH-].[NH4+]. The catalyst is ClCCl.C(#N)C. The product is [CH3:18][N:15]1[CH2:14][CH2:13][N:12]([C:8]2[N:7]3[C:3]([CH2:2][NH:1][C:42](=[O:43])[O:44][CH3:45])=[C:4]([CH2:19][N:20]([CH3:31])[C@@H:21]4[C:30]5[N:29]=[CH:28][CH:27]=[CH:26][C:25]=5[CH2:24][CH2:23][CH2:22]4)[N:5]=[C:6]3[CH:11]=[CH:10][CH:9]=2)[CH2:17][CH2:16]1. The yield is 0.750. (10) The reactants are [CH3:1][C:2]1[C:11]([N+:12]([O-:14])=[O:13])=[C:10]2[C:5]([CH:6]=[CH:7][CH:8]=[N:9]2)=[CH:4][CH:3]=1.CO[CH:17](OC)[N:18]([CH3:20])[CH3:19].O. The catalyst is CN(C=O)C. The product is [CH3:17][N:18]([CH3:20])/[CH:19]=[CH:1]/[C:2]1[C:11]([N+:12]([O-:14])=[O:13])=[C:10]2[C:5]([CH:6]=[CH:7][CH:8]=[N:9]2)=[CH:4][CH:3]=1. The yield is 0.570.